The task is: Predict the reactants needed to synthesize the given product.. This data is from Full USPTO retrosynthesis dataset with 1.9M reactions from patents (1976-2016). (1) Given the product [CH2:20]([O:19][C:17]([C:16]1[C:15](=[O:22])[O:1][C:2]2[C:3]([CH:4]=1)=[CH:6][CH:7]=[C:8]([O:13][CH3:14])[C:9]=2[CH2:10][CH2:11][CH3:12])=[O:18])[CH3:21], predict the reactants needed to synthesize it. The reactants are: [OH:1][C:2]1[C:9]([CH2:10][CH2:11][CH3:12])=[C:8]([O:13][CH3:14])[CH:7]=[CH:6][C:3]=1[CH:4]=O.[C:15](OCC)(=[O:22])[CH2:16][C:17]([O:19][CH2:20][CH3:21])=[O:18].N1CCCCC1. (2) Given the product [C:4]([NH:12][C:13]1([CH2:17][CH:18]([OH:19])[CH3:1])[CH2:16][CH2:15][CH2:14]1)(=[O:11])[C:5]1[CH:10]=[CH:9][CH:8]=[CH:7][CH:6]=1, predict the reactants needed to synthesize it. The reactants are: [CH3:1][Mg]Cl.[C:4]([NH:12][C:13]1([CH2:17][CH:18]=[O:19])[CH2:16][CH2:15][CH2:14]1)(=[O:11])[C:5]1[CH:10]=[CH:9][CH:8]=[CH:7][CH:6]=1.[NH4+].[Cl-]. (3) Given the product [OH:13][CH:12]([CH3:1])[CH:11]=[C:9]([CH3:10])[CH2:8][CH2:7][CH:6]=[C:4]([CH3:3])[CH3:5], predict the reactants needed to synthesize it. The reactants are: [CH3:1][Li].[CH3:3][C:4](=[CH:6][CH2:7][CH2:8][C:9](=[CH:11][CH:12]=[O:13])[CH3:10])[CH3:5]. (4) Given the product [CH2:13]([N:20]1[CH2:25][CH2:24][C:23]([N:31]([C:40]([O:42][C:43]([CH3:46])([CH3:45])[CH3:44])=[O:41])[NH:32][C:33]([O:35][C:36]([CH3:37])([CH3:38])[CH3:39])=[O:34])([C:26]([O:28][CH2:29][CH3:30])=[O:27])[CH2:22][CH2:21]1)[C:14]1[CH:15]=[CH:16][CH:17]=[CH:18][CH:19]=1, predict the reactants needed to synthesize it. The reactants are: C(NC(C)C)(C)C.[Li]CCCC.[CH2:13]([N:20]1[CH2:25][CH2:24][CH:23]([C:26]([O:28][CH2:29][CH3:30])=[O:27])[CH2:22][CH2:21]1)[C:14]1[CH:19]=[CH:18][CH:17]=[CH:16][CH:15]=1.[N:31]([C:40]([O:42][C:43]([CH3:46])([CH3:45])[CH3:44])=[O:41])=[N:32][C:33]([O:35][C:36]([CH3:39])([CH3:38])[CH3:37])=[O:34]. (5) Given the product [CH3:1][O:2][C:3]1[CH:16]=[C:15]([O:17][CH3:18])[CH:14]=[CH:13][C:4]=1[CH2:5][N:6]([C:7]1[N:8]=[CH:9][CH:10]=[CH:11][N:12]=1)[S:30]([C:23]1[CH:24]=[C:25]([F:29])[C:26]([F:28])=[CH:27][C:22]=1[F:21])(=[O:32])=[O:31], predict the reactants needed to synthesize it. The reactants are: [CH3:1][O:2][C:3]1[CH:16]=[C:15]([O:17][CH3:18])[CH:14]=[CH:13][C:4]=1[CH2:5][NH:6][C:7]1[N:12]=[CH:11][CH:10]=[CH:9][N:8]=1.[H-].[Na+].[F:21][C:22]1[CH:27]=[C:26]([F:28])[C:25]([F:29])=[CH:24][C:23]=1[S:30](Cl)(=[O:32])=[O:31]. (6) Given the product [OH:3][CH:1]([C@H:4]1[CH2:8][CH2:7][CH2:6][N:5]1[C:9]([O:11][C:12]([CH3:13])([CH3:15])[CH3:14])=[O:10])[CH3:2], predict the reactants needed to synthesize it. The reactants are: [C:1]([C@H:4]1[CH2:8][CH2:7][CH2:6][N:5]1[C:9]([O:11][C:12]([CH3:15])([CH3:14])[CH3:13])=[O:10])(=[O:3])[CH3:2].[H-].[Al+3].[Li+].[H-].[H-].[H-].O.[OH-].[Na+]. (7) The reactants are: [Cl:1][C:2]1[CH:18]=[CH:17][C:5]2[N:6]([C:10]([O:12][C:13]([CH3:16])([CH3:15])[CH3:14])=[O:11])[C:7](=[O:9])[NH:8][C:4]=2[CH:3]=1.Br[CH2:20][C:21]([O:23][C:24]([CH3:27])([CH3:26])[CH3:25])=[O:22].C(=O)([O-])[O-].[Cs+].[Cs+]. Given the product [C:24]([O:23][C:21]([CH2:20][N:8]1[C:4]2[CH:3]=[C:2]([Cl:1])[CH:18]=[CH:17][C:5]=2[N:6]([C:10]([O:12][C:13]([CH3:14])([CH3:15])[CH3:16])=[O:11])[C:7]1=[O:9])=[O:22])([CH3:27])([CH3:26])[CH3:25], predict the reactants needed to synthesize it.